The task is: Predict the product of the given reaction.. This data is from Forward reaction prediction with 1.9M reactions from USPTO patents (1976-2016). (1) Given the reactants C[O:2][C:3]1[CH:4]=[C:5]2[C:10](=[CH:11][CH:12]=1)[C:9](=[O:13])[CH2:8][CH2:7][CH2:6]2, predict the reaction product. The product is: [CH2:7]1[CH2:8][C:9](=[O:13])[C:10]2[CH:11]=[CH:12][C:3]([OH:2])=[CH:4][C:5]=2[CH2:6]1. (2) Given the reactants [NH2:1][CH2:2][C:3]([CH3:17])([CH3:16])[CH2:4][NH:5][C:6]1[C:7]2[CH:15]=[CH:14][NH:13][C:8]=2[N:9]=[C:10](Cl)[N:11]=1.[NH2:18][C:19]1[CH:27]=[C:26]2[C:22]([CH:23]=[N:24][NH:25]2)=[CH:21][CH:20]=1.C[Si](Cl)(C)C, predict the reaction product. The product is: [NH2:1][CH2:2][C:3]([CH3:17])([CH3:16])[CH2:4][NH:5][C:6]1[C:7]2[CH:15]=[CH:14][NH:13][C:8]=2[N:9]=[C:10]([NH:18][C:19]2[CH:27]=[C:26]3[C:22]([CH:23]=[N:24][NH:25]3)=[CH:21][CH:20]=2)[N:11]=1.